From a dataset of Forward reaction prediction with 1.9M reactions from USPTO patents (1976-2016). Predict the product of the given reaction. (1) Given the reactants [NH2:1][C:2]1[CH:9]=[CH:8][CH:7]=[CH:6][C:3]=1[C:4]#N.[CH:10]([Mg]Cl)([CH3:12])[CH3:11].Cl.[OH-:16].[Na+], predict the reaction product. The product is: [NH2:1][C:2]1[CH:9]=[CH:8][CH:7]=[CH:6][C:3]=1[C:4](=[O:16])[CH:10]([CH3:12])[CH3:11]. (2) Given the reactants [NH2:1][C:2]1[C:3]([N:21]2[CH2:26][CH2:25][N:24]([C:27]3[CH:32]=[C:31]([F:33])[CH:30]=[CH:29][C:28]=3[CH3:34])[CH2:23][CH2:22]2)=[CH:4][C:5]([Cl:20])=[C:6]([CH:19]=1)[C:7]([NH:9][CH2:10][CH2:11][CH2:12][N:13]1[CH2:17][CH2:16][CH2:15][C:14]1=[O:18])=[O:8].CN(C)C=O.CN(C(ON1N=NC2C=CC=NC1=2)=[N+](C)C)C.F[P-](F)(F)(F)(F)F.C(N(CC)C(C)C)(C)C.[CH:73]1([C:76]2[O:77][CH:78]=[C:79]([C:81](O)=[O:82])[N:80]=2)[CH2:75][CH2:74]1, predict the reaction product. The product is: [Cl:20][C:5]1[C:6]([C:7](=[O:8])[NH:9][CH2:10][CH2:11][CH2:12][N:13]2[CH2:17][CH2:16][CH2:15][C:14]2=[O:18])=[CH:19][C:2]([NH:1][C:81]([C:79]2[N:80]=[C:76]([CH:73]3[CH2:75][CH2:74]3)[O:77][CH:78]=2)=[O:82])=[C:3]([N:21]2[CH2:22][CH2:23][N:24]([C:27]3[CH:32]=[C:31]([F:33])[CH:30]=[CH:29][C:28]=3[CH3:34])[CH2:25][CH2:26]2)[CH:4]=1. (3) Given the reactants [NH2:1][C:2]1[N:6]([C:7]2[CH:16]=[CH:15][C:10]3[NH:11][C:12]([CH3:14])=[N:13][C:9]=3[CH:8]=2)[N:5]=[CH:4][C:3]=1[C:17]([C:19]1[N:20](S)[C:21]2[C:26]([CH:27]=1)=[CH:25][CH:24]=[C:23](C)[CH:22]=2)=[O:18].O[O:31][S:32]([O-:34])=O.[K+].[CH2:36](O)C(F)(F)F, predict the reaction product. The product is: [NH2:1][C:2]1[N:6]([C:7]2[CH:16]=[CH:15][C:10]3[NH:11][C:12]([CH3:14])=[N:13][C:9]=3[CH:8]=2)[N:5]=[CH:4][C:3]=1[C:17]([C:19]1[NH:20][C:21]2[C:26]([CH:27]=1)=[CH:25][CH:24]=[C:23]([S:32]([CH3:36])(=[O:34])=[O:31])[CH:22]=2)=[O:18]. (4) Given the reactants [CH2:1]([S:8][C:9]1[C:14]([NH:15][C:16](=[O:22])[O:17][C:18]([CH3:21])([CH3:20])[CH3:19])=[CH:13][C:12]([N+:23]([O-])=O)=[CH:11][N:10]=1)[C:2]1[CH:7]=[CH:6][CH:5]=[CH:4][CH:3]=1.[NH4+].[Cl-], predict the reaction product. The product is: [NH2:23][C:12]1[CH:13]=[C:14]([NH:15][C:16](=[O:22])[O:17][C:18]([CH3:20])([CH3:19])[CH3:21])[C:9]([S:8][CH2:1][C:2]2[CH:7]=[CH:6][CH:5]=[CH:4][CH:3]=2)=[N:10][CH:11]=1. (5) Given the reactants [Li]CCCC.N(C(C)C)C(C)C.[Br:13][C:14]1[C:19]([F:20])=[CH:18][CH:17]=[C:16]([CH3:21])[N:15]=1.[I:22]I, predict the reaction product. The product is: [Br:13][C:14]1[C:19]([F:20])=[C:18]([I:22])[CH:17]=[C:16]([CH3:21])[N:15]=1.